The task is: Predict the reactants needed to synthesize the given product.. This data is from Full USPTO retrosynthesis dataset with 1.9M reactions from patents (1976-2016). (1) The reactants are: F[C:2]1[CH:9]=[CH:8][CH:7]=[CH:6][C:3]=1[CH:4]=[O:5].[C:10]([O:14][C:15]([N:17]1[CH2:20][CH:19]([OH:21])[CH2:18]1)=[O:16])([CH3:13])([CH3:12])[CH3:11].C([O-])([O-])=O.[K+].[K+]. Given the product [C:10]([O:14][C:15]([N:17]1[CH2:20][CH:19]([O:21][C:2]2[CH:9]=[CH:8][CH:7]=[CH:6][C:3]=2[CH:4]=[O:5])[CH2:18]1)=[O:16])([CH3:13])([CH3:11])[CH3:12], predict the reactants needed to synthesize it. (2) Given the product [Cl:1][C:2]1[C:3]2[CH:10]=[CH:9][N:8]([C@H:11]3[C@@H:15]4[O:16][C:17]([CH3:20])([CH3:19])[O:18][C@@H:14]4[C@@H:13]([C@@:21]([C:23]4[CH:28]=[CH:27][C:26]([F:29])=[C:25]([F:30])[CH:24]=4)([OH:22])[CH3:31])[O:12]3)[C:4]=2[N:5]=[CH:6][N:7]=1, predict the reactants needed to synthesize it. The reactants are: [Cl:1][C:2]1[C:3]2[CH:10]=[CH:9][N:8]([C@H:11]3[C@@H:15]4[O:16][C:17]([CH3:20])([CH3:19])[O:18][C@@H:14]4[C@@H:13]([C:21]([C:23]4[CH:28]=[CH:27][C:26]([F:29])=[C:25]([F:30])[CH:24]=4)=[O:22])[O:12]3)[C:4]=2[N:5]=[CH:6][N:7]=1.[CH3:31][Mg]Br.[NH4+].[Cl-]. (3) Given the product [Br:18][C:16]1[CH:17]=[C:8]([C:5](=[O:7])[CH3:6])[CH:9]=[C:10]2[C:15]=1[CH2:14][CH2:13][CH2:12][CH2:11]2, predict the reactants needed to synthesize it. The reactants are: [Al+3].[Cl-].[Cl-].[Cl-].[C:5]([C:8]1[CH:9]=[C:10]2[C:15](=[CH:16][CH:17]=1)[CH2:14][CH2:13][CH2:12][CH2:11]2)(=[O:7])[CH3:6].[Br:18]Br. (4) Given the product [CH3:20][N:15]1[CH2:16][CH2:17][CH2:18][CH2:19][C@@H:14]1[CH2:13][NH:12][C:9]1[CH:10]=[CH:11][C:6]([NH:5][C:3](=[O:4])[O:2][CH3:1])=[CH:7][C:8]=1[N+:27]([O-:29])=[O:28], predict the reactants needed to synthesize it. The reactants are: [CH3:1][O:2][C:3]([NH:5][C:6]1[CH:11]=[CH:10][C:9]([NH:12][CH2:13][C@H:14]2[CH2:19][CH2:18][CH2:17][CH2:16][N:15]2[C:20](OC(C)(C)C)=O)=[C:8]([N+:27]([O-:29])=[O:28])[CH:7]=1)=[O:4].Cl.CC(O)=O.C=O.O.[BH-](OC(C)=O)(OC(C)=O)OC(C)=O.[Na+]. (5) The reactants are: Cl[C:2]1[C:3]2[CH:20]=[CH:19][N:18]([CH2:21][CH2:22][N:23]3[CH2:28][CH2:27][O:26][CH2:25][CH2:24]3)[C:4]=2[N:5]=[C:6]([S:8]([C:11]2[CH:16]=[CH:15][C:14]([F:17])=[CH:13][CH:12]=2)(=[O:10])=[O:9])[N:7]=1.[CH3:29][C:30]1[NH:34][N:33]=[C:32]([NH2:35])[CH:31]=1.[I-].[Na+].CCN(C(C)C)C(C)C. Given the product [F:17][C:14]1[CH:15]=[CH:16][C:11]([S:8]([C:6]2[N:7]=[C:2]([NH:35][C:32]3[CH:31]=[C:30]([CH3:29])[NH:34][N:33]=3)[C:3]3[CH:20]=[CH:19][N:18]([CH2:21][CH2:22][N:23]4[CH2:28][CH2:27][O:26][CH2:25][CH2:24]4)[C:4]=3[N:5]=2)(=[O:10])=[O:9])=[CH:12][CH:13]=1, predict the reactants needed to synthesize it.